Dataset: TCR-epitope binding with 47,182 pairs between 192 epitopes and 23,139 TCRs. Task: Binary Classification. Given a T-cell receptor sequence (or CDR3 region) and an epitope sequence, predict whether binding occurs between them. (1) The epitope is FLASKIGRLV. The TCR CDR3 sequence is CATSRSRGTGYNEQFF. Result: 1 (the TCR binds to the epitope). (2) The epitope is SLFNTVATLY. The TCR CDR3 sequence is CASSTGTGAYNSPLHF. Result: 0 (the TCR does not bind to the epitope). (3) The epitope is IYSKHTPINL. The TCR CDR3 sequence is CASSYGTNYEQYF. Result: 1 (the TCR binds to the epitope). (4) The epitope is RLQSLQTYV. The TCR CDR3 sequence is CASSEDRGHWNEQFF. Result: 0 (the TCR does not bind to the epitope).